From a dataset of Reaction yield outcomes from USPTO patents with 853,638 reactions. Predict the reaction yield, written as a fraction of the theoretical maximum amount of product (1.0 means a 100% yield; for example, 0.34 means a 34% yield). (1) The reactants are [Br:1][C:2]1[C:11]2[C:6](=[CH:7][CH:8]=[CH:9][CH:10]=2)[C:5]([C:12](=[O:16])[CH:13]=[N+]=[N-])=[CH:4][CH:3]=1.[BrH:17].C([O-])(O)=O.[Na+]. The catalyst is C(OCC)(=O)C. The product is [Br:17][CH2:13][C:12]([C:5]1[C:6]2[C:11](=[CH:10][CH:9]=[CH:8][CH:7]=2)[C:2]([Br:1])=[CH:3][CH:4]=1)=[O:16]. The yield is 0.510. (2) The reactants are O[C@H:2]1[C@H:6]([CH:7]=[CH2:8])[CH2:5][N:4]([C:9]([O:11][CH2:12][C:13]2[CH:18]=[CH:17][CH:16]=[CH:15][CH:14]=2)=[O:10])[CH2:3]1.C(N(CC)C(C)C)(C)C.F.F.F.C(N(CC)CC)C.[F:38]C(F)(S(F)(=O)=O)C(F)(F)C(F)(F)C(F)(F)F. The catalyst is C1(C(F)(F)F)C=CC=CC=1.CCOC(C)=O. The product is [F:38][C@@H:2]1[C@H:6]([CH:7]=[CH2:8])[CH2:5][N:4]([C:9]([O:11][CH2:12][C:13]2[CH:18]=[CH:17][CH:16]=[CH:15][CH:14]=2)=[O:10])[CH2:3]1. The yield is 0.810. (3) The reactants are [F:1][C:2]([F:11])([F:10])[C:3]1[CH:9]=[CH:8][C:6]([NH2:7])=[CH:5][CH:4]=1.[NH:12]1[C:16]2[CH:17]=[CH:18][CH:19]=[CH:20][C:15]=2[N:14]=[N:13]1.[CH:21]1([CH:24]=O)[CH2:23][CH2:22]1.CCCCCC. The catalyst is C1(C)C=CC=CC=1. The product is [N:12]1([CH:24]([NH:7][C:6]2[CH:8]=[CH:9][C:3]([C:2]([F:10])([F:11])[F:1])=[CH:4][CH:5]=2)[CH:21]2[CH2:23][CH2:22]2)[C:16]2[CH:17]=[CH:18][CH:19]=[CH:20][C:15]=2[N:14]=[N:13]1. The yield is 0.760. (4) The reactants are ClC1C=CN=C2C=CSC=12.F[C:12]1[CH:32]=[C:31]([N+:33]([O-:35])=[O:34])[CH:30]=[CH:29][C:13]=1[O:14][C:15]1[CH:20]=[CH:19][N:18]=[C:17]2[CH:21]=[C:22](C(N(C)C)=O)[S:23][C:16]=12.[N+](C1C=CC(O)=CC=1)([O-])=O. No catalyst specified. The product is [N+:33]([C:31]1[CH:30]=[CH:29][C:13]([O:14][C:15]2[CH:20]=[CH:19][N:18]=[C:17]3[CH:21]=[CH:22][S:23][C:16]=23)=[CH:12][CH:32]=1)([O-:35])=[O:34]. The yield is 0.890.